The task is: Predict the product of the given reaction.. This data is from Forward reaction prediction with 1.9M reactions from USPTO patents (1976-2016). (1) Given the reactants [C:1]1([CH2:7][CH2:8][CH2:9][CH2:10][CH2:11][CH2:12][CH2:13][OH:14])[CH:6]=[CH:5][CH:4]=[CH:3][CH:2]=1, predict the reaction product. The product is: [C:1]1([CH2:7][CH2:8][CH2:9][CH2:10][CH2:11][CH2:12][CH:13]=[O:14])[CH:6]=[CH:5][CH:4]=[CH:3][CH:2]=1. (2) Given the reactants [NH2:1][C:2]1[CH:9]=[CH:8][CH:7]=[C:6]([CH:10]=[C:11]([CH3:13])[CH3:12])[C:3]=1[C:4]#[N:5].[S:14](Cl)(=[O:17])(=[O:16])[NH2:15], predict the reaction product. The product is: [S:14]([NH:1][C:2]1[CH:9]=[CH:8][CH:7]=[C:6]([CH:10]=[C:11]([CH3:13])[CH3:12])[C:3]=1[C:4]#[N:5])(=[O:17])(=[O:16])[NH2:15]. (3) Given the reactants Br[CH2:2][CH2:3][CH2:4][O:5][C:6]1[CH:7]=[C:8]2[C:12](=[CH:13][CH:14]=1)[C@H:11]([CH2:15][C:16]([O-:18])=O)[CH2:10][CH2:9]2.[CH2:19]([C:21]1[N:22]=[C:23]([C:26]2[CH:31]=[CH:30][C:29]([OH:32])=[C:28]([O:33][CH3:34])[CH:27]=2)[O:24][CH:25]=1)[CH3:20].[C:35]([O-])([O-])=O.[Cs+].[Cs+].CN([CH:44]=[O:45])C, predict the reaction product. The product is: [CH2:19]([C:21]1[N:22]=[C:23]([C:26]2[CH:31]=[CH:30][C:29]([O:32][CH2:2][CH2:3][CH2:4][O:5][C:6]3[CH:7]=[C:8]4[C:12](=[CH:13][CH:14]=3)[C@H:11]([CH2:15][C:16]([O:45][CH2:44][CH3:35])=[O:18])[CH2:10][CH2:9]4)=[C:28]([O:33][CH3:34])[CH:27]=2)[O:24][CH:25]=1)[CH3:20]. (4) Given the reactants Cl[C:2]1[CH:7]=[CH:6][C:5]([CH:8]2[C:13]([C:14]3[CH:15]=[CH:16][C:17]4[O:22][CH2:21][C:20](=[O:23])[NH:19][C:18]=4[CH:24]=3)=[N:12][C:11]3[CH:25]=[CH:26][CH:27]=[CH:28][C:10]=3[S:9]2)=[CH:4][CH:3]=1.BrC(C1C=CC=CC=1[Cl:50])C(C1C=CC2OCC(=O)NC=2C=1)=O, predict the reaction product. The product is: [Cl:50][C:4]1[CH:3]=[CH:2][CH:7]=[CH:6][C:5]=1[CH:8]1[C:13]([C:14]2[CH:15]=[CH:16][C:17]3[O:22][CH2:21][C:20](=[O:23])[NH:19][C:18]=3[CH:24]=2)=[N:12][C:11]2[CH:25]=[CH:26][CH:27]=[CH:28][C:10]=2[S:9]1. (5) Given the reactants [C:1]([NH:5][C:6]([C:8]1[CH:9]=[C:10]([CH:27]=[CH:28][CH:29]=1)[CH2:11][N:12]1[C@H:17]([CH3:18])[CH2:16][N:15](C(OC(C)(C)C)=O)[CH2:14][C@@H:13]1[CH3:26])=[O:7])([CH3:4])([CH3:3])[CH3:2].[ClH:30], predict the reaction product. The product is: [ClH:30].[C:1]([NH:5][C:6](=[O:7])[C:8]1[CH:29]=[CH:28][CH:27]=[C:10]([CH2:11][N:12]2[C@H:13]([CH3:26])[CH2:14][NH:15][CH2:16][C@@H:17]2[CH3:18])[CH:9]=1)([CH3:4])([CH3:2])[CH3:3]. (6) Given the reactants [F:1][C:2]([F:52])([F:51])[C:3]1[CH:4]=[C:5]([C@H:13]2[O:17][C:16](=[O:18])[N:15]([CH2:19][C:20]3[C:25]([C:26]4[CH:27]=[C:28]([C:34]5[CH:39]=[CH:38][C:37]([C:40]([O:42]C)=[O:41])=[CH:36][C:35]=5[CH3:44])[CH:29]=[CH:30][C:31]=4[O:32][CH3:33])=[CH:24][CH:23]=[C:22]([N:45]4[CH:49]=[CH:48][CH:47]=[N:46]4)[N:21]=3)[C@H:14]2[CH3:50])[CH:6]=[C:7]([C:9]([F:12])([F:11])[F:10])[CH:8]=1.[OH-].[Li+], predict the reaction product. The product is: [F:11][C:9]([F:10])([F:12])[C:7]1[CH:6]=[C:5]([C@H:13]2[O:17][C:16](=[O:18])[N:15]([CH2:19][C:20]3[C:25]([C:26]4[CH:27]=[C:28]([C:34]5[CH:39]=[CH:38][C:37]([C:40]([OH:42])=[O:41])=[CH:36][C:35]=5[CH3:44])[CH:29]=[CH:30][C:31]=4[O:32][CH3:33])=[CH:24][CH:23]=[C:22]([N:45]4[CH:49]=[CH:48][CH:47]=[N:46]4)[N:21]=3)[C@H:14]2[CH3:50])[CH:4]=[C:3]([C:2]([F:1])([F:52])[F:51])[CH:8]=1. (7) Given the reactants [C:1]([O:5][C:6](=[O:28])[NH:7][C:8]1[S:9][C:10]2[CH:16]=[C:15]([CH2:17]Br)[CH:14]=[C:13]([C:19]3[CH:24]=[CH:23][CH:22]=[C:21]([N+:25]([O-:27])=[O:26])[CH:20]=3)[C:11]=2[N:12]=1)([CH3:4])([CH3:3])[CH3:2].[NH:29]1[CH:33]=[CH:32][N:31]=[CH:30]1, predict the reaction product. The product is: [C:1]([O:5][C:6](=[O:28])[NH:7][C:8]1[S:9][C:10]2[CH:16]=[C:15]([CH2:17][N:29]3[CH:33]=[CH:32][N:31]=[CH:30]3)[CH:14]=[C:13]([C:19]3[CH:24]=[CH:23][CH:22]=[C:21]([N+:25]([O-:27])=[O:26])[CH:20]=3)[C:11]=2[N:12]=1)([CH3:4])([CH3:3])[CH3:2]. (8) The product is: [ClH:21].[C:1]([C:5]1[CH:18]=[CH:17][C:8]2[NH:9][C:10]([CH2:12][CH2:13][CH2:14][CH2:15][Cl:21])=[N:11][C:7]=2[CH:6]=1)([CH3:4])([CH3:3])[CH3:2]. Given the reactants [C:1]([C:5]1[CH:18]=[CH:17][C:8]2[NH:9][C:10]([CH2:12][CH2:13][CH2:14][CH2:15]O)=[N:11][C:7]=2[CH:6]=1)([CH3:4])([CH3:3])[CH3:2].S(Cl)([Cl:21])=O, predict the reaction product.